From a dataset of Reaction yield outcomes from USPTO patents with 853,638 reactions. Predict the reaction yield, written as a fraction of the theoretical maximum amount of product (1.0 means a 100% yield; for example, 0.34 means a 34% yield). The reactants are [CH2:1]([O:3][C:4]1[CH:17]=[C:16]2[C:7]([C:8]([C:19]3[CH:20]=[CH:21][C:22](=[O:26])[N:23]([CH3:25])[CH:24]=3)=[N:9][C@H:10]3[C@@H:15]2[CH2:14][C@H:13]([OH:18])[CH2:12][CH2:11]3)=[CH:6][C:5]=1[O:27][CH3:28])[CH3:2].[O:29]=[C:30]([CH2:34][CH2:35][C:36]([OH:38])=[O:37])[C:31]([OH:33])=[O:32]. The catalyst is CC(C)=O. The product is [O:29]=[C:30]([CH2:34][CH2:35][C:36]([OH:38])=[O:37])[C:31]([OH:33])=[O:32].[CH2:1]([O:3][C:4]1[CH:17]=[C:16]2[C:7]([C:8]([C:19]3[CH:20]=[CH:21][C:22](=[O:26])[N:23]([CH3:25])[CH:24]=3)=[N:9][C@H:10]3[C@@H:15]2[CH2:14][C@H:13]([OH:18])[CH2:12][CH2:11]3)=[CH:6][C:5]=1[O:27][CH3:28])[CH3:2]. The yield is 0.670.